This data is from Forward reaction prediction with 1.9M reactions from USPTO patents (1976-2016). The task is: Predict the product of the given reaction. (1) The product is: [CH3:35][C:34]1[CH:22]=[CH:23][C:19]([S:16]([NH:6][C@H:32]([C:30]([NH:12][CH2:11][CH2:10][CH2:9][CH2:8][C@H:7]([N:6]([S:16]([C:19]2[S:20][CH:21]=[CH:22][CH:23]=2)(=[O:18])=[O:17])[CH2:2][CH:3]([CH3:5])[CH3:4])[C:13]([OH:15])=[O:14])=[O:31])[CH2:37][C:33]2[CH:4]=[CH:3][CH:2]=[CH:35][CH:34]=2)(=[O:26])=[O:24])=[CH:37][CH:33]=1. Given the reactants Cl.[CH2:2]([N:6]([S:16]([C:19]1[S:20][CH:21]=[CH:22][CH:23]=1)(=[O:18])=[O:17])[C@H:7]([C:13]([OH:15])=[O:14])[CH2:8][CH2:9][CH2:10][CH2:11][NH2:12])[CH:3]([CH3:5])[CH3:4].[OH-:24].[Na+].[OH2:26].CCO[C:30]([CH3:32])=[O:31].[CH2:33]1[CH2:37]O[CH2:35][CH2:34]1, predict the reaction product. (2) Given the reactants Cl[SiH:2]1[N:6]([C:7]([CH3:10])([CH3:9])[CH3:8])[CH:5]=[CH:4][N:3]1[C:11]([CH3:14])([CH3:13])[CH3:12].[CH:15]1([NH2:18])[CH2:17][CH2:16]1, predict the reaction product. The product is: [C:11]([N:3]1[CH:4]=[CH:5][N:6]([C:7]([CH3:10])([CH3:9])[CH3:8])[SiH:2]1[NH:18][CH:15]1[CH2:17][CH2:16]1)([CH3:14])([CH3:13])[CH3:12]. (3) Given the reactants [OH-].[Na+].C[O:4][C:5](=[O:30])[C:6]1[CH:11]=[CH:10][CH:9]=[CH:8][C:7]=1[O:12][CH2:13][CH2:14][N:15]1[CH2:20][CH2:19][CH:18]([C:21]2[C:29]3[C:24](=[CH:25][CH:26]=[CH:27][CH:28]=3)[NH:23][CH:22]=2)[CH2:17][CH2:16]1, predict the reaction product. The product is: [NH:23]1[C:24]2[C:29](=[CH:28][CH:27]=[CH:26][CH:25]=2)[C:21]([CH:18]2[CH2:19][CH2:20][N:15]([CH2:14][CH2:13][O:12][C:7]3[CH:8]=[CH:9][CH:10]=[CH:11][C:6]=3[C:5]([OH:30])=[O:4])[CH2:16][CH2:17]2)=[CH:22]1. (4) The product is: [ClH:10].[F:21][C:16]1[CH:17]=[C:18]2[C:13](=[CH:14][CH:15]=1)[N:12]=[C:11]([N:7]1[CH2:8][CH2:9][N:4]([CH:1]([CH3:3])[CH3:2])[CH2:5][CH2:6]1)[CH:20]=[CH:19]2. Given the reactants [CH:1]([N:4]1[CH2:9][CH2:8][NH:7][CH2:6][CH2:5]1)([CH3:3])[CH3:2].[Cl:10][C:11]1[CH:20]=[CH:19][C:18]2[C:13](=[CH:14][CH:15]=[C:16]([F:21])[CH:17]=2)[N:12]=1, predict the reaction product. (5) Given the reactants C(O[C:4](=[O:19])[C@@H:5]([NH2:18])[C@@H:6]([C:8]1[CH:13]=[CH:12][C:11]([S:14]([CH3:17])(=[O:16])=[O:15])=[CH:10][CH:9]=1)[OH:7])C.[BH4-].[K+].N[C@H:23]([CH2:36]O)[C@@H:24](C1C=CC(S(C)(=O)=O)=CC=1)O.C(=O)([O-])[O-].[K+].[K+], predict the reaction product. The product is: [CH3:24][C:23]1([CH3:36])[NH:18][C@H:5]([CH2:4][OH:19])[C@@H:6]([C:8]2[CH:9]=[CH:10][C:11]([S:14]([CH3:17])(=[O:15])=[O:16])=[CH:12][CH:13]=2)[O:7]1.